Dataset: Full USPTO retrosynthesis dataset with 1.9M reactions from patents (1976-2016). Task: Predict the reactants needed to synthesize the given product. (1) Given the product [ClH:44].[NH2:7][C@@H:8]1[CH2:13][CH2:12][C@H:11]([N:14]2[C:19](=[O:20])[C:18]3[CH:21]=[C:22]([F:25])[CH:23]=[N:24][C:17]=3[N:16]([C:26]3[CH:27]=[C:28]([C:32]4[CH:37]=[CH:36][CH:35]=[CH:34][C:33]=4[CH2:38][N:39]([CH3:40])[CH3:41])[CH:29]=[CH:30][CH:31]=3)[C:15]2=[O:42])[CH2:10][CH2:9]1, predict the reactants needed to synthesize it. The reactants are: C(OC(=O)[NH:7][C@H:8]1[CH2:13][CH2:12][C@@H:11]([N:14]2[C:19](=[O:20])[C:18]3[CH:21]=[C:22]([F:25])[CH:23]=[N:24][C:17]=3[N:16]([C:26]3[CH:27]=[C:28]([C:32]4[CH:37]=[CH:36][CH:35]=[CH:34][C:33]=4[CH2:38][N:39]([CH3:41])[CH3:40])[CH:29]=[CH:30][CH:31]=3)[C:15]2=[O:42])[CH2:10][CH2:9]1)(C)(C)C.[ClH:44]. (2) Given the product [Br:1][C:2]1[C:3]([C@@H:9]([NH:19][C:20](=[O:26])[O:21][C:22]([CH3:25])([CH3:24])[CH3:23])[CH2:10][C:11]2[CH:16]=[C:15]([F:17])[CH:14]=[C:13]([F:18])[CH:12]=2)=[N:4][C:5]([C:30]#[C:29][C:28]([OH:43])([CH3:32])[CH3:27])=[CH:6][CH:7]=1, predict the reactants needed to synthesize it. The reactants are: [Br:1][C:2]1[C:3]([C@@H:9]([NH:19][C:20](=[O:26])[O:21][C:22]([CH3:25])([CH3:24])[CH3:23])[CH2:10][C:11]2[CH:16]=[C:15]([F:17])[CH:14]=[C:13]([F:18])[CH:12]=2)=[N:4][C:5](Br)=[CH:6][CH:7]=1.[CH3:27][CH:28]([CH3:32])[C:29]#[C:30]O.C(N(CC)CC)C.C1C[O:43]CC1. (3) Given the product [CH2:24]([N:31]([CH2:32][CH2:33][C:34]#[N:35])[C:21](=[O:23])[CH2:20][N:9]([C:4]1[CH:5]=[CH:6][CH:7]=[CH:8][C:3]=1[O:2][CH3:1])[S:10]([C:13]1[C:14]([CH3:19])=[CH:15][CH:16]=[CH:17][CH:18]=1)(=[O:11])=[O:12])[C:25]1[CH:30]=[CH:29][CH:28]=[CH:27][CH:26]=1, predict the reactants needed to synthesize it. The reactants are: [CH3:1][O:2][C:3]1[CH:8]=[CH:7][CH:6]=[CH:5][C:4]=1[N:9]([CH2:20][C:21]([OH:23])=O)[S:10]([C:13]1[C:14]([CH3:19])=[CH:15][CH:16]=[CH:17][CH:18]=1)(=[O:12])=[O:11].[CH2:24]([NH:31][CH2:32][CH2:33][C:34]#[N:35])[C:25]1[CH:30]=[CH:29][CH:28]=[CH:27][CH:26]=1. (4) Given the product [ClH:1].[NH:9]1[CH2:10][CH2:11][CH:12]([O:15][C:16]2[CH:21]=[CH:20][C:19]([C:22]([NH2:23])=[O:24])=[CH:18][CH:17]=2)[CH2:13][CH2:14]1, predict the reactants needed to synthesize it. The reactants are: [ClH:1].C(OC([N:9]1[CH2:14][CH2:13][CH:12]([O:15][C:16]2[CH:21]=[CH:20][C:19]([C:22](=[O:24])[NH2:23])=[CH:18][CH:17]=2)[CH2:11][CH2:10]1)=O)(C)(C)C. (5) Given the product [NH2:1][CH2:2][C@@H:3]1[C@@H:8]([CH3:9])[CH2:7][CH2:6][CH2:5][N:4]1[C:31]([C:30]1[CH:34]=[C:26]([CH3:25])[CH:27]=[CH:28][C:29]=1[C:35]1[CH:36]=[N:37][N:38]([CH3:40])[CH:39]=1)=[O:33], predict the reactants needed to synthesize it. The reactants are: [NH2:1][CH2:2][C@@H:3]1[C@@H:8]([CH3:9])[CH2:7][CH2:6][CH2:5][N:4]1C(C1N=C(C)SC=1C1C=CC(F)=CC=1)=O.[CH3:25][C:26]1[CH:27]=[CH:28][C:29]([C:35]2[CH:36]=[N:37][N:38]([CH3:40])[CH:39]=2)=[C:30]([CH:34]=1)[C:31]([OH:33])=O.